Task: Predict the product of the given reaction.. Dataset: Forward reaction prediction with 1.9M reactions from USPTO patents (1976-2016) (1) Given the reactants Br.Br[CH:3]([N:14]1[CH:18]=[N:17][CH:16]=[N:15]1)[C:4]([C:6]1[CH:7]=[C:8]([CH:11]=[CH:12][CH:13]=1)[C:9]#[N:10])=O.[CH3:19][C:20]1[N:25]=[C:24]([NH:26][C:27]([NH2:29])=[S:28])[CH:23]=[CH:22][CH:21]=1, predict the reaction product. The product is: [CH3:19][C:20]1[N:25]=[C:24]([NH:26][C:27]2[S:28][C:3]([N:14]3[CH:18]=[N:17][CH:16]=[N:15]3)=[C:4]([C:6]3[CH:7]=[C:8]([CH:11]=[CH:12][CH:13]=3)[C:9]#[N:10])[N:29]=2)[CH:23]=[CH:22][CH:21]=1. (2) The product is: [Cl:12][C:4]1[CH:3]=[C:2](/[C:20](/[CH2:21][OH:22])=[CH:19]\[CH:13]2[CH2:18][CH2:17][CH2:16][CH2:15][CH2:14]2)[CH:7]=[CH:6][C:5]=1[S:8]([NH2:11])(=[O:10])=[O:9]. Given the reactants Br[C:2]1[CH:7]=[CH:6][C:5]([S:8]([NH2:11])(=[O:10])=[O:9])=[C:4]([Cl:12])[CH:3]=1.[CH:13]1(/[CH:19]=[C:20](\B2OC(C)(C)C(C)(C)O2)/[CH2:21][OH:22])[CH2:18][CH2:17][CH2:16][CH2:15][CH2:14]1.C(=O)([O-])[O-].[Na+].[Na+], predict the reaction product. (3) Given the reactants [CH3:1][S:2][C:3]1[C:8]2[CH:9]=[C:10]([C:12]([O:14]C)=O)[NH:11][C:7]=2[CH:6]=[CH:5][N:4]=1.CC(C)([O-])C.[K+].[C:22]([O:26][CH3:27])(=[O:25])[CH:23]=[CH2:24], predict the reaction product. The product is: [CH3:1][S:2][C:3]1[C:8]2[CH:9]=[C:10]3[N:11]([C:7]=2[CH:6]=[CH:5][N:4]=1)[CH2:24][CH:23]([C:22]([O:26][CH3:27])=[O:25])[C:12]3=[O:14].